This data is from Full USPTO retrosynthesis dataset with 1.9M reactions from patents (1976-2016). The task is: Predict the reactants needed to synthesize the given product. (1) Given the product [CH2:21]([NH:25][C:15](=[O:17])[C:14]([C:11]1[CH:10]=[CH:9][C:8]([S:5](/[CH:4]=[CH:3]/[C:1]#[N:2])(=[O:6])=[O:7])=[CH:13][CH:12]=1)([CH3:19])[CH3:18])[CH2:22][C:23]#[CH:24], predict the reactants needed to synthesize it. The reactants are: [C:1](/[CH:3]=[CH:4]/[S:5]([C:8]1[CH:13]=[CH:12][C:11]([C:14]([CH3:19])([CH3:18])[C:15]([OH:17])=O)=[CH:10][CH:9]=1)(=[O:7])=[O:6])#[N:2].Cl.[CH2:21]([NH2:25])[CH2:22][C:23]#[CH:24].Cl.CN(C)CCCN=C=NCC.CN1CCOCC1.ON1C2C=CC=CC=2N=N1. (2) Given the product [N:2]1[NH:15][N:16]=[N:17][C:1]=1[C:3]1[CH:14]=[CH:13][C:6]([O:7][CH2:8][C:9]([O:11][CH3:12])=[O:10])=[CH:5][CH:4]=1, predict the reactants needed to synthesize it. The reactants are: [C:1]([C:3]1[CH:14]=[CH:13][C:6]([O:7][CH2:8][C:9]([O:11][CH3:12])=[O:10])=[CH:5][CH:4]=1)#[N:2].[N-:15]=[N+:16]=[N-:17].[Na+].[NH4+].[Cl-].O. (3) Given the product [CH2:1]([O:3][C:4]([C@@H:6]1[CH2:8][C@H:7]1[C:9]([N:22]1[CH2:23][CH2:24][N:19]([CH:18]([C:12]2[CH:17]=[CH:16][CH:15]=[CH:14][CH:13]=2)[C:25]2[CH:30]=[CH:29][CH:28]=[CH:27][CH:26]=2)[CH2:20][CH2:21]1)=[O:11])=[O:5])[CH3:2], predict the reactants needed to synthesize it. The reactants are: [CH2:1]([O:3][C:4]([C@@H:6]1[CH2:8][C@H:7]1[C:9]([OH:11])=O)=[O:5])[CH3:2].[C:12]1([CH:18]([C:25]2[CH:30]=[CH:29][CH:28]=[CH:27][CH:26]=2)[N:19]2[CH2:24][CH2:23][NH:22][CH2:21][CH2:20]2)[CH:17]=[CH:16][CH:15]=[CH:14][CH:13]=1.C(N(C(C)C)CC)(C)C.CN(C(ON1N=NC2C=CC=NC1=2)=[N+](C)C)C.F[P-](F)(F)(F)(F)F. (4) The reactants are: Br[C:2]1[CH:3]=[C:4]2[C:8](=[C:9]([C:11]([NH2:13])=[O:12])[CH:10]=1)[NH:7][CH:6]=[C:5]2[CH:14]1[CH2:19][CH2:18][S:17](=[O:21])(=[O:20])[C:16]([CH3:23])([CH3:22])[CH2:15]1.O1CCOCC1.[S:30]1[CH:34]=[CH:33][C:32](B(O)O)=[CH:31]1.C([O-])([O-])=O.[K+].[K+]. Given the product [CH3:22][C:16]1([CH3:23])[CH2:15][CH:14]([C:5]2[C:4]3[C:8](=[C:9]([C:11]([NH2:13])=[O:12])[CH:10]=[C:2]([C:32]4[CH:33]=[CH:34][S:30][CH:31]=4)[CH:3]=3)[NH:7][CH:6]=2)[CH2:19][CH2:18][S:17]1(=[O:21])=[O:20], predict the reactants needed to synthesize it. (5) The reactants are: [NH2:1][C:2]1[CH:26]=[CH:25][C:5]([O:6][C:7]2[C:8]3[NH:15][C:14]([CH2:16][NH:17][C:18](=[O:24])[O:19][C:20]([CH3:23])([CH3:22])[CH3:21])=[CH:13][C:9]=3[N:10]=[CH:11][N:12]=2)=[CH:4][C:3]=1[Cl:27].C(N(CC)CC)C.[F:35][C:36]([F:47])([F:46])[C:37]1[CH:38]=[C:39]([N:43]=[C:44]=[O:45])[CH:40]=[CH:41][CH:42]=1. Given the product [C:20]([O:19][C:18](=[O:24])[NH:17][CH2:16][C:14]1[NH:15][C:8]2[C:7]([O:6][C:5]3[CH:25]=[CH:26][C:2]([NH:1][C:44]([NH:43][C:39]4[CH:40]=[CH:41][CH:42]=[C:37]([C:36]([F:35])([F:46])[F:47])[CH:38]=4)=[O:45])=[C:3]([Cl:27])[CH:4]=3)=[N:12][CH:11]=[N:10][C:9]=2[CH:13]=1)([CH3:22])([CH3:23])[CH3:21], predict the reactants needed to synthesize it.